Dataset: Full USPTO retrosynthesis dataset with 1.9M reactions from patents (1976-2016). Task: Predict the reactants needed to synthesize the given product. (1) Given the product [Cl:1][C:2]1[CH:7]=[CH:6][C:5]([CH2:8][CH2:9][C:10]([O:12][CH2:13][CH3:14])=[O:11])=[CH:4][C:3]=1[O:15][C:16]1[N:20]([CH3:21])[N:19]=[C:18]([CH3:22])[C:17]=1[CH:23]=[O:24], predict the reactants needed to synthesize it. The reactants are: [Cl:1][C:2]1[CH:7]=[CH:6][C:5](/[CH:8]=[CH:9]/[C:10]([O:12][CH2:13][CH3:14])=[O:11])=[CH:4][C:3]=1[O:15][C:16]1[N:20]([CH3:21])[N:19]=[C:18]([CH3:22])[C:17]=1[CH:23]=[O:24].O1CCCC1. (2) Given the product [C:16]1([NH:15][CH:11]2[CH2:12][CH2:13][N:8]([C:1]([O:3][C:4]([CH3:7])([CH3:6])[CH3:5])=[O:2])[CH2:9][CH2:10]2)[CH:21]=[CH:20][CH:19]=[CH:18][CH:17]=1, predict the reactants needed to synthesize it. The reactants are: [C:1]([N:8]1[CH2:13][CH2:12][C:11](=O)[CH2:10][CH2:9]1)([O:3][C:4]([CH3:7])([CH3:6])[CH3:5])=[O:2].[NH2:15][C:16]1[CH:21]=[CH:20][CH:19]=[CH:18][CH:17]=1.C(O)(=O)C.C(O[BH-](OC(=O)C)OC(=O)C)(=O)C.[Na+]. (3) Given the product [CH3:12][O:11][C:4]1[CH:5]=[CH:6][C:7]([N+:8]([O-:10])=[O:9])=[C:2]([NH:13][CH2:14][C@@H:15]2[CH2:19][CH2:18][N:17]([C:20]([O:22][C:23]([CH3:26])([CH3:25])[CH3:24])=[O:21])[CH2:16]2)[CH:3]=1, predict the reactants needed to synthesize it. The reactants are: F[C:2]1[CH:3]=[C:4]([O:11][CH3:12])[CH:5]=[CH:6][C:7]=1[N+:8]([O-:10])=[O:9].[NH2:13][CH2:14][C@@H:15]1[CH2:19][CH2:18][N:17]([C:20]([O:22][C:23]([CH3:26])([CH3:25])[CH3:24])=[O:21])[CH2:16]1.C(N(CC)CC)C. (4) Given the product [Br:6][C:7]1[CH:12]=[CH:11][C:10](/[CH:3]=[CH:2]/[C:1]([OH:5])=[O:4])=[CH:9][C:8]=1[O:14][CH3:15], predict the reactants needed to synthesize it. The reactants are: [C:1]([OH:5])(=[O:4])[CH:2]=[CH2:3].[Br:6][C:7]1[CH:12]=[CH:11][C:10](I)=[CH:9][C:8]=1[O:14][CH3:15].Cl. (5) Given the product [Br:8][C:9]1[CH:14]=[CH:13][C:12]([C:15]([F:18])([F:17])[F:16])=[CH:11][C:10]=1[N:5]1[CH2:6][CH2:7][N:2]([CH3:1])[CH2:3][CH2:4]1, predict the reactants needed to synthesize it. The reactants are: [CH3:1][N:2]1[CH2:7][CH2:6][NH:5][CH2:4][CH2:3]1.[Br:8][C:9]1[CH:14]=[CH:13][C:12]([C:15]([F:18])([F:17])[F:16])=[CH:11][C:10]=1F. (6) Given the product [CH:38]([NH:41][CH2:13][CH2:12][O:11][C:7]1[CH:6]=[C:5]2[C:10](=[CH:9][CH:8]=1)[N:2]([CH3:1])[N:3]=[C:4]2[S:25]([C:28]1[C:37]2[C:32](=[CH:33][CH:34]=[CH:35][CH:36]=2)[CH:31]=[CH:30][CH:29]=1)(=[O:26])=[O:27])([CH3:40])[CH3:39], predict the reactants needed to synthesize it. The reactants are: [CH3:1][N:2]1[C:10]2[C:5](=[CH:6][C:7]([O:11][CH2:12][CH2:13]OS(C3C=CC(C)=CC=3)(=O)=O)=[CH:8][CH:9]=2)[C:4]([S:25]([C:28]2[C:37]3[C:32](=[CH:33][CH:34]=[CH:35][CH:36]=3)[CH:31]=[CH:30][CH:29]=2)(=[O:27])=[O:26])=[N:3]1.[CH:38]([NH2:41])([CH3:40])[CH3:39].